From a dataset of HIV replication inhibition screening data with 41,000+ compounds from the AIDS Antiviral Screen. Binary Classification. Given a drug SMILES string, predict its activity (active/inactive) in a high-throughput screening assay against a specified biological target. (1) The drug is c1ccc2nc3c(nc2c1)sc1nc2ccccc2n13. The result is 0 (inactive). (2) The drug is COc1ccc(C(c2cc(OC)c(OC)c(OC)c2)N2C(=O)CCC2C(=O)O)cc1. The result is 0 (inactive). (3) The molecule is O=S1(=O)CC2C3CC(Oc4ccccc4)C(C3)C2C1. The result is 0 (inactive). (4) The drug is CC(=O)C1(C)CCC2C3C=C(C)C4=CC(=O)CCC4(C)C3CCC21C. The result is 0 (inactive). (5) The molecule is CC(C)(C)CP(CCP(C)(C)=S)CC(C)(C)C. The result is 0 (inactive). (6) The compound is C=CCC1C(O[Si](C)(C)C(C)(C)C)C(CO[Si](C)(C)C(C)(C)C)OC1n1ccc(=O)[nH]c1=O. The result is 0 (inactive). (7) The compound is CC(Nc1ccc(Cl)cc1)c1ccncc1. The result is 0 (inactive).